From a dataset of Reaction yield outcomes from USPTO patents with 853,638 reactions. Predict the reaction yield, written as a fraction of the theoretical maximum amount of product (1.0 means a 100% yield; for example, 0.34 means a 34% yield). (1) The reactants are [CH2:1]([O:3][C:4]1[CH:5]=[C:6]([C:20]2[CH:25]=[CH:24][C:23]([CH2:26][C:27]([NH:29][C:30]3[NH:34][N:33]=[C:32]([C:35]([CH3:41])([CH3:40])[C:36]([F:39])([F:38])[F:37])[CH:31]=3)=[O:28])=[C:22]([F:42])[CH:21]=2)[CH:7]=[N:8][C:9]=1[O:10]CC1C=CC(OC)=CC=1)[CH3:2].C(Cl)[Cl:44].O.C(#N)C. The catalyst is C(O)(C(F)(F)F)=O. The product is [ClH:44].[CH2:1]([O:3][C:4]1[C:9](=[O:10])[NH:8][CH:7]=[C:6]([C:20]2[CH:25]=[CH:24][C:23]([CH2:26][C:27]([NH:29][C:30]3[NH:34][N:33]=[C:32]([C:35]([CH3:41])([CH3:40])[C:36]([F:38])([F:39])[F:37])[CH:31]=3)=[O:28])=[C:22]([F:42])[CH:21]=2)[CH:5]=1)[CH3:2]. The yield is 0.492. (2) The reactants are [F:1][C:2]([F:15])([F:14])[S:3]([O:6]S(C(F)(F)F)(=O)=O)(=[O:5])=[O:4].O[C:17]1[CH:18]=[CH:19][C:20]([C:23]2[N:27]([C:28]3[CH:33]=[CH:32][CH:31]=[CH:30][N:29]=3)[N:26]=[C:25]([C:34]([O:36][CH2:37][CH3:38])=[O:35])[CH:24]=2)=[N:21][CH:22]=1.O. The catalyst is ClCCl.N1C=CC=CC=1. The product is [N:29]1[CH:30]=[CH:31][CH:32]=[CH:33][C:28]=1[N:27]1[C:23]([C:20]2[CH:19]=[CH:18][C:17]([O:6][S:3]([C:2]([F:15])([F:14])[F:1])(=[O:5])=[O:4])=[CH:22][N:21]=2)=[CH:24][C:25]([C:34]([O:36][CH2:37][CH3:38])=[O:35])=[N:26]1. The yield is 0.700. (3) The reactants are [NH2:1][C:2]1[C:7]([S:8](Cl)(=[O:10])=[O:9])=[CH:6][C:5]([C:12]2[CH:13]=[C:14]3[C:19](=[CH:20][CH:21]=2)[N:18]=[CH:17][CH:16]=[C:15]3[C:22]2[CH:27]=[CH:26][N:25]=[CH:24][CH:23]=2)=[CH:4][N:3]=1.O1CCOCC1.[NH:34]1[CH2:39][CH2:38][CH2:37][CH2:36][CH2:35]1.N1C=CC=CC=1. The catalyst is ClS(O)(=O)=O. The product is [N:34]1([S:8]([C:7]2[C:2]([NH2:1])=[N:3][CH:4]=[C:5]([C:12]3[CH:13]=[C:14]4[C:19](=[CH:20][CH:21]=3)[N:18]=[CH:17][CH:16]=[C:15]4[C:22]3[CH:27]=[CH:26][N:25]=[CH:24][CH:23]=3)[CH:6]=2)(=[O:10])=[O:9])[CH2:39][CH2:38][CH2:37][CH2:36][CH2:35]1. The yield is 0.660. (4) The yield is 0.920. The reactants are Cl.[Cl:2][C:3]1[C:4]([F:29])=[C:5]([CH:26]=[CH:27][CH:28]=1)[NH:6][C:7]1[C:16]2[C:11](=[CH:12][C:13]([O:24][CH3:25])=[C:14]([O:17][CH2:18][C@@H:19]3[CH2:23][CH2:22][CH2:21][NH:20]3)[CH:15]=2)[N:10]=[CH:9][N:8]=1.[C:30](OC(=O)C)(=[O:32])[CH3:31]. No catalyst specified. The product is [C:30]([N:20]1[CH2:21][CH2:22][CH2:23][C@H:19]1[CH2:18][O:17][C:14]1[CH:15]=[C:16]2[C:11](=[CH:12][C:13]=1[O:24][CH3:25])[N:10]=[CH:9][N:8]=[C:7]2[NH:6][C:5]1[CH:26]=[CH:27][CH:28]=[C:3]([Cl:2])[C:4]=1[F:29])(=[O:32])[CH3:31]. (5) The reactants are [C:1]([Si:5]([C:29]1[CH:34]=[CH:33][CH:32]=[CH:31][CH:30]=1)([C:23]1[CH:28]=[CH:27][CH:26]=[CH:25][CH:24]=1)[O:6][CH2:7][CH2:8][CH2:9][CH2:10][O:11][N:12]1C(=O)C2C(=CC=CC=2)C1=O)([CH3:4])([CH3:3])[CH3:2].CNN. The catalyst is ClCCl. The product is [C:1]([Si:5]([C:23]1[CH:28]=[CH:27][CH:26]=[CH:25][CH:24]=1)([C:29]1[CH:34]=[CH:33][CH:32]=[CH:31][CH:30]=1)[O:6][CH2:7][CH2:8][CH2:9][CH2:10][O:11][NH2:12])([CH3:4])([CH3:2])[CH3:3]. The yield is 0.900. (6) The reactants are [C:1]([N:5]1[C:9]2=[N:10][C:11]([NH:14][C:15](=[O:23])[C:16]3[CH:21]=[CH:20][C:19]([CH3:22])=[CH:18][CH:17]=3)=[CH:12][CH:13]=[C:8]2[C:7]([C:24](O)=[O:25])=[CH:6]1)([CH3:4])([CH3:3])[CH3:2].F[P-](F)(F)(F)(F)F.[CH3:34][N+:35](C)=[C:36](N(C)C)ON1C2N=CC=CC=2N=N1.C(N(CC)CC)C. The catalyst is CN(C=O)C. The product is [CH3:34][N:35]([CH3:36])[C:24]([C:7]1[C:8]2[C:9](=[N:10][C:11]([NH:14][C:15](=[O:23])[C:16]3[CH:21]=[CH:20][C:19]([CH3:22])=[CH:18][CH:17]=3)=[CH:12][CH:13]=2)[N:5]([C:1]([CH3:3])([CH3:4])[CH3:2])[CH:6]=1)=[O:25]. The yield is 0.100. (7) The reactants are [CH:1]1([C:4]([N:6]2[CH2:11][CH2:10][N:9](C(OC(C)(C)C)=O)[CH2:8][CH2:7]2)=[O:5])[CH2:3][CH2:2]1.[ClH:19].CO. The yield is 1.00. The product is [ClH:19].[CH:1]1([C:4]([N:6]2[CH2:11][CH2:10][NH:9][CH2:8][CH2:7]2)=[O:5])[CH2:2][CH2:3]1. The catalyst is CO.